From a dataset of Forward reaction prediction with 1.9M reactions from USPTO patents (1976-2016). Predict the product of the given reaction. (1) Given the reactants [CH3:1][N:2]1[C:6]([CH3:7])=[CH:5][C:4]([NH:8][C:9]2[N:14]=[C:13]([NH:15][CH:16]3[CH2:21][CH2:20][NH:19][CH2:18][CH:17]3[CH2:22][CH3:23])[CH:12]=[CH:11][N:10]=2)=[N:3]1.Cl[C:25]1[N:30]=[N:29][C:28]([C:31]#[N:32])=[CH:27][CH:26]=1.C(N(CC)CC)C, predict the reaction product. The product is: [CH3:1][N:2]1[C:6]([CH3:7])=[CH:5][C:4]([NH:8][C:9]2[N:14]=[C:13]([NH:15][CH:16]3[CH2:21][CH2:20][N:19]([C:25]4[N:30]=[N:29][C:28]([C:31]#[N:32])=[CH:27][CH:26]=4)[CH2:18][CH:17]3[CH2:22][CH3:23])[CH:12]=[CH:11][N:10]=2)=[N:3]1. (2) Given the reactants [CH3:1][N:2]1[CH:6]=[CH:5][C:4]([NH2:7])=[N:3]1.[CH3:8][C:9](=O)[CH2:10][CH2:11][C:12](=O)[CH3:13].C(O)(=O)C, predict the reaction product. The product is: [CH3:13][C:12]1[N:7]([C:4]2[CH:5]=[CH:6][N:2]([CH3:1])[N:3]=2)[C:9]([CH3:8])=[CH:10][CH:11]=1. (3) The product is: [F:19][C:20]1[CH:25]=[C:24]([F:26])[CH:23]=[CH:22][C:21]=1[N:1]1[C:9]2[CH:8]=[CH:7][CH:6]=[C:5]([NH2:10])[C:4]=2[CH:3]=[N:2]1. Given the reactants [NH:1]1[C:9]2[CH:8]=[CH:7][CH:6]=[C:5]([NH2:10])[C:4]=2[CH:3]=[N:2]1.[O-]P([O-])([O-])=O.[K+].[K+].[K+].[F:19][C:20]1[CH:25]=[C:24]([F:26])[CH:23]=[CH:22][C:21]=1I.CN[C@@H]1CCCC[C@H]1NC, predict the reaction product.